This data is from Forward reaction prediction with 1.9M reactions from USPTO patents (1976-2016). The task is: Predict the product of the given reaction. (1) Given the reactants [CH:1]([C:4]1[CH:9]=[CH:8][CH:7]=[CH:6][C:5]=1[NH2:10])([CH3:3])[CH3:2].C([O-])(=O)C.[Na+].[Cl-].[I-:17], predict the reaction product. The product is: [I:17][C:8]1[CH:7]=[CH:6][C:5]([NH2:10])=[C:4]([CH:1]([CH3:3])[CH3:2])[CH:9]=1. (2) Given the reactants OCC1[CH2:8][CH2:7][N:6]([CH2:9][C:10]2[C:18]3[B:17]([OH:19])[O:16][CH2:15][C:14]=3[CH:13]=[CH:12][CH:11]=2)CC1.[CH3:20][O:21]CCN.C(O)(C(F)(F)F)=O, predict the reaction product. The product is: [CH3:20][O:21][CH2:8][CH2:7][NH:6][CH2:9][C:10]1[C:18]2[B:17]([OH:19])[O:16][CH2:15][C:14]=2[CH:13]=[CH:12][CH:11]=1. (3) The product is: [CH3:9][O:10][C:11]1[CH:16]=[CH:15][CH:14]=[CH:13][C:12]=1[C:2]1[CH:7]=[CH:6][C:5]([CH3:8])=[CH:4][CH:3]=1. Given the reactants Br[C:2]1[CH:7]=[CH:6][C:5]([CH3:8])=[CH:4][CH:3]=1.[CH3:9][O:10][C:11]1[CH:16]=[CH:15][CH:14]=[CH:13][C:12]=1B(O)O.[Br-].C([NH3+])CCC.C([O-])([O-])=O.[Na+].[Na+], predict the reaction product. (4) Given the reactants [CH2:1]([O:8][C:9]1[CH:14]=[CH:13][N:12]([CH2:15][CH2:16][C:17]([CH3:32])([S:28]([CH3:31])(=[O:30])=[O:29])[C:18]([NH:20][O:21]C2CCCCO2)=[O:19])[C:11](=[O:33])[CH:10]=1)[C:2]1[CH:7]=[CH:6][CH:5]=[CH:4][CH:3]=1.Cl.CO, predict the reaction product. The product is: [CH2:1]([O:8][C:9]1[CH:14]=[CH:13][N:12]([CH2:15][CH2:16][C:17]([CH3:32])([S:28]([CH3:31])(=[O:29])=[O:30])[C:18]([NH:20][OH:21])=[O:19])[C:11](=[O:33])[CH:10]=1)[C:2]1[CH:3]=[CH:4][CH:5]=[CH:6][CH:7]=1. (5) Given the reactants [Cl:1][C:2]1[N:7]=[CH:6][C:5]([C:8]2[CH:20]=[CH:19][C:11]3[N:12]=[C:13]([NH:15][C:16](=[O:18])[CH3:17])[S:14][C:10]=3[CH:9]=2)=[CH:4][C:3]=1[O:21][CH2:22][O:23]CCOC.Cl.[CH3:29]C(OC(C)=O)=O, predict the reaction product. The product is: [C:22]([O:21][C:3]1[C:2]([Cl:1])=[N:7][CH:6]=[C:5]([C:8]2[CH:20]=[CH:19][C:11]3[N:12]=[C:13]([NH:15][C:16](=[O:18])[CH3:17])[S:14][C:10]=3[CH:9]=2)[CH:4]=1)(=[O:23])[CH3:29]. (6) Given the reactants [C:1]([OH:7])([C:3]([F:6])([F:5])[F:4])=[O:2].OC(C(F)(F)F)=O.[CH3:15][N:16]1[CH:20]=[C:19]([S:21]([N:24]2[C:32]3[CH:31]=[CH:30][C:29]([C:33]([N:35]4[CH2:40][CH2:39][CH:38]([CH3:41])[CH2:37][CH2:36]4)=[O:34])=[CH:28][C:27]=3[C:26]3[CH2:42][NH:43][CH2:44][CH2:45][C:25]2=3)(=[O:23])=[O:22])[N:18]=[CH:17]1.[C:46]1(=O)[CH2:49][CH2:48][CH2:47]1, predict the reaction product. The product is: [OH:7][C:1]([C:3]([F:6])([F:5])[F:4])=[O:2].[CH:46]1([N:43]2[CH2:44][CH2:45][C:25]3[N:24]([S:21]([C:19]4[N:18]=[CH:17][N:16]([CH3:15])[CH:20]=4)(=[O:22])=[O:23])[C:32]4[CH:31]=[CH:30][C:29]([C:33]([N:35]5[CH2:40][CH2:39][CH:38]([CH3:41])[CH2:37][CH2:36]5)=[O:34])=[CH:28][C:27]=4[C:26]=3[CH2:42]2)[CH2:49][CH2:48][CH2:47]1. (7) Given the reactants [CH:1]([C:4]1[C:8]([CH2:9][CH2:10][CH2:11][CH2:12][OH:13])=[CH:7][N:6]([C:14]2[CH:19]=[CH:18][C:17]([C:20]([F:23])([F:22])[F:21])=[CH:16][N:15]=2)[N:5]=1)([CH3:3])[CH3:2].O[C:25]1[CH:30]=[CH:29][CH:28]=[CH:27][C:26]=1[CH2:31][C:32]([O:34]C)=[O:33].C(P(CCCC)CCCC)CCC.N(C(N1CCCCC1)=O)=NC(N1CCCCC1)=O, predict the reaction product. The product is: [CH:1]([C:4]1[C:8]([CH2:9][CH2:10][CH2:11][CH2:12][O:13][C:25]2[CH:30]=[CH:29][CH:28]=[CH:27][C:26]=2[CH2:31][C:32]([OH:34])=[O:33])=[CH:7][N:6]([C:14]2[CH:19]=[CH:18][C:17]([C:20]([F:22])([F:21])[F:23])=[CH:16][N:15]=2)[N:5]=1)([CH3:3])[CH3:2]. (8) Given the reactants Cl.Cl.[NH2:3][C@@H:4]1[CH:9]2[CH2:10][CH2:11][N:6]([CH2:7][CH2:8]2)[CH2:5]1.CCN(C(C)C)C(C)C.[CH3:21][N:22]1[C:26]([C:27]2[CH:32]=[CH:31][CH:30]=[CH:29][CH:28]=2)=[CH:25][CH:24]=[C:23]1[C:33](O)=[O:34].CN(C(ON1N=NC2C=CC=NC1=2)=[N+](C)C)C.F[P-](F)(F)(F)(F)F, predict the reaction product. The product is: [N:6]12[CH2:11][CH2:10][CH:9]([CH2:8][CH2:7]1)[C@@H:4]([NH:3][C:33]([C:23]1[N:22]([CH3:21])[C:26]([C:27]3[CH:28]=[CH:29][CH:30]=[CH:31][CH:32]=3)=[CH:25][CH:24]=1)=[O:34])[CH2:5]2.